Predict the reactants needed to synthesize the given product. From a dataset of Full USPTO retrosynthesis dataset with 1.9M reactions from patents (1976-2016). (1) Given the product [CH3:1][C:2]([CH3:25])([CH2:3][O:4][CH:5]1[CH2:10][CH2:9][CH2:8][CH2:7][O:6]1)[CH2:11][CH2:12][CH2:13][NH2:14], predict the reactants needed to synthesize it. The reactants are: [CH3:1][C:2]([CH3:25])([CH2:11][CH2:12][CH2:13][N:14]1C(=O)C2=CC=CC=C2C1=O)[CH2:3][O:4][CH:5]1[CH2:10][CH2:9][CH2:8][CH2:7][O:6]1.O.NN. (2) Given the product [CH:20]([C:16]1[CH:15]=[C:14]([CH:9]2[CH2:10][CH2:11][CH2:12][CH2:13][NH:8]2)[CH:19]=[CH:18][CH:17]=1)=[CH2:21], predict the reactants needed to synthesize it. The reactants are: C(OC([N:8]1[CH2:13][CH2:12][CH2:11][CH2:10][CH:9]1[C:14]1[CH:19]=[CH:18][CH:17]=[C:16]([CH:20]=[CH2:21])[CH:15]=1)=O)(C)(C)C.FC(F)(F)S(O[Si](C)(C)C)(=O)=O.C(N(CC)C(C)C)(C)C. (3) Given the product [C:20]([O:12][C:2]1([CH3:1])[CH:3]2[CH2:11][CH:7]3[CH2:6][CH:5]([CH2:10][CH:9]1[CH2:8]3)[CH2:4]2)(=[O:24])[C:21]([CH3:23])=[CH2:22], predict the reactants needed to synthesize it. The reactants are: [CH3:1][C:2]1([OH:12])[CH:9]2[CH2:10][CH:5]3[CH2:6][CH:7]([CH2:11][CH:3]1[CH2:4]3)[CH2:8]2.C(N(CC)CC)C.[C:20](Cl)(=[O:24])[C:21]([CH3:23])=[CH2:22]. (4) Given the product [C:1]([C:3]1[CH:8]=[CH:7][C:6]([CH:9]2[N:14]3[N:15]=[C:16]([O:18][CH3:19])[N:17]=[C:13]3[N:12]([C:32]3[CH:31]=[CH:30][CH:29]=[C:28]([C:27]([F:38])([F:37])[F:26])[CH:33]=3)[C:11]([CH3:20])=[C:10]2[C:21]([O:23][CH2:24][CH3:25])=[O:22])=[CH:5][CH:4]=1)#[N:2], predict the reactants needed to synthesize it. The reactants are: [C:1]([C:3]1[CH:8]=[CH:7][C:6]([CH:9]2[N:14]3[N:15]=[C:16]([O:18][CH3:19])[N:17]=[C:13]3[NH:12][C:11]([CH3:20])=[C:10]2[C:21]([O:23][CH2:24][CH3:25])=[O:22])=[CH:5][CH:4]=1)#[N:2].[F:26][C:27]([F:38])([F:37])[C:28]1[CH:29]=[C:30](B(O)O)[CH:31]=[CH:32][CH:33]=1.N1C=CC=CC=1.C(N(CC)CC)C.